From a dataset of Full USPTO retrosynthesis dataset with 1.9M reactions from patents (1976-2016). Predict the reactants needed to synthesize the given product. Given the product [CH3:23][N:21]1[CH:22]=[C:18]([C:13]2[N:8]3[N:9]=[C:10]([CH3:12])[CH:11]=[C:6]([CH:3]([CH2:4][CH3:5])[CH2:1][CH3:2])[C:7]3=[N:15][C:14]=2[CH3:16])[C:19]([C:24]2[CH:25]=[CH:26][CH:27]=[CH:28][CH:29]=2)=[N:20]1, predict the reactants needed to synthesize it. The reactants are: [CH2:1]([CH:3]([C:6]1[C:7]2[N:8]([CH:13]=[C:14]([CH3:16])[N:15]=2)[N:9]=[C:10]([CH3:12])[CH:11]=1)[CH2:4][CH3:5])[CH3:2].Br[C:18]1[C:19]([C:24]2[CH:29]=[CH:28][CH:27]=[CH:26][CH:25]=2)=[N:20][N:21]([CH3:23])[CH:22]=1.C(=O)([O-])[O-].[Cs+].[Cs+].